This data is from Forward reaction prediction with 1.9M reactions from USPTO patents (1976-2016). The task is: Predict the product of the given reaction. (1) Given the reactants C(=O)([O-])[O-].[K+].[K+].I[C:8]1[CH:16]=[CH:15][C:11]([C:12]([OH:14])=[O:13])=[CH:10][CH:9]=1.[OH:17][C:18]1[CH:23]=[CH:22][C:21](B(O)O)=[CH:20][CH:19]=1, predict the reaction product. The product is: [OH:17][C:18]1[CH:23]=[CH:22][C:21]([C:8]2[CH:16]=[CH:15][C:11]([C:12]([OH:14])=[O:13])=[CH:10][CH:9]=2)=[CH:20][CH:19]=1. (2) The product is: [Br:1][C:2]1[CH:8]=[C:7]([CH3:9])[CH:6]=[C:5]([F:10])[C:3]=1[NH:4][C:12]([NH:23][CH:24]1[CH2:25][CH2:26][N:27]([C:30]([O:32][C:33]([CH3:36])([CH3:35])[CH3:34])=[O:31])[CH2:28][CH2:29]1)=[O:15]. Given the reactants [Br:1][C:2]1[CH:8]=[C:7]([CH3:9])[CH:6]=[C:5]([F:10])[C:3]=1[NH2:4].Cl[C:12]([O:15]C(=O)OC(Cl)(Cl)Cl)(Cl)Cl.[NH2:23][CH:24]1[CH2:29][CH2:28][N:27]([C:30]([O:32][C:33]([CH3:36])([CH3:35])[CH3:34])=[O:31])[CH2:26][CH2:25]1, predict the reaction product.